Task: Predict which catalyst facilitates the given reaction.. Dataset: Catalyst prediction with 721,799 reactions and 888 catalyst types from USPTO (1) Reactant: [F:1][C:2]1[CH:7]=[CH:6][CH:5]=[CH:4][C:3]=1[C:8]1[N:12]([S:13]([C:16]2[CH:17]=[N:18][CH:19]=[CH:20][CH:21]=2)(=[O:15])=[O:14])[CH:11]=[C:10]([CH:22]=[O:23])[CH:9]=1.[Br:24]N1C(=O)CCC1=O.C(=O)([O-])O.[Na+]. Product: [Br:24][C:11]1[N:12]([S:13]([C:16]2[CH:17]=[N:18][CH:19]=[CH:20][CH:21]=2)(=[O:15])=[O:14])[C:8]([C:3]2[CH:4]=[CH:5][CH:6]=[CH:7][C:2]=2[F:1])=[CH:9][C:10]=1[CH:22]=[O:23]. The catalyst class is: 9. (2) Reactant: [CH3:1][O:2][C:3]([C:5]1[CH:22]=[CH:21][C:8]2[N:9]=[C:10]([CH2:12][O:13]CC3C=CC=CC=3)[S:11][C:7]=2[CH:6]=1)=[O:4].B(Br)(Br)Br.C([O-])(O)=O.[Na+]. Product: [CH3:1][O:2][C:3]([C:5]1[CH:22]=[CH:21][C:8]2[N:9]=[C:10]([CH2:12][OH:13])[S:11][C:7]=2[CH:6]=1)=[O:4]. The catalyst class is: 2.